Dataset: Forward reaction prediction with 1.9M reactions from USPTO patents (1976-2016). Task: Predict the product of the given reaction. (1) Given the reactants COCCOC[O:7][C:8]1[C:13]([C:14]2[CH:19]=[CH:18][CH:17]=[CH:16][CH:15]=2)=[CH:12][C:11]([O:20][CH2:21][CH2:22][CH2:23][CH3:24])=[CH:10][C:9]=1[C:25]1[CH:30]=[CH:29][CH:28]=[CH:27][CH:26]=1, predict the reaction product. The product is: [CH2:21]([O:20][C:11]1[CH:12]=[C:13]([C:14]2[CH:19]=[CH:18][CH:17]=[CH:16][CH:15]=2)[C:8]([OH:7])=[C:9]([C:25]2[CH:30]=[CH:29][CH:28]=[CH:27][CH:26]=2)[CH:10]=1)[CH2:22][CH2:23][CH3:24]. (2) Given the reactants [Br:1][C:2]1[N:3]=[C:4]([CH2:7]Cl)[S:5][CH:6]=1.[NH:9]1[CH:13]=[C:12]([C:14]([O:16][CH2:17][CH3:18])=[O:15])[CH:11]=[N:10]1.C(=O)([O-])[O-].[K+].[K+].O, predict the reaction product. The product is: [Br:1][C:2]1[N:3]=[C:4]([CH2:7][N:9]2[CH:13]=[C:12]([C:14]([O:16][CH2:17][CH3:18])=[O:15])[CH:11]=[N:10]2)[S:5][CH:6]=1. (3) Given the reactants C([O:8][C:9](=[O:25])[C:10]([NH:13][S:14]([C:17]1[CH:22]=[CH:21][C:20]([O:23][CH3:24])=[CH:19][CH:18]=1)(=[O:16])=[O:15])([CH3:12])[CH3:11])C1C=CC=CC=1, predict the reaction product. The product is: [CH3:24][O:23][C:20]1[CH:21]=[CH:22][C:17]([S:14]([NH:13][C:10]([CH3:12])([CH3:11])[C:9]([OH:25])=[O:8])(=[O:16])=[O:15])=[CH:18][CH:19]=1. (4) Given the reactants C([O:8][C:9]1[CH:24]=[CH:23][C:22]([O:25]CC2C=CC=CC=2)=[CH:21][C:10]=1[O:11][CH2:12][CH:13]([C:15]1[CH:20]=[CH:19][CH:18]=[CH:17][CH:16]=1)[OH:14])C1C=CC=CC=1, predict the reaction product. The product is: [OH:14][CH:13]([C:15]1[CH:20]=[CH:19][CH:18]=[CH:17][CH:16]=1)[CH2:12][O:11][C:10]1[CH:21]=[C:22]([OH:25])[CH:23]=[CH:24][C:9]=1[OH:8]. (5) Given the reactants CC1C=[C:5](C)[N:4]([C:8](=[O:22])[CH:9]([C:16]2[CH:21]=[CH:20][CH:19]=[CH:18][CH:17]=2)[C:10]2[CH:15]=[CH:14][CH:13]=[CH:12][CH:11]=2)N=1.[CH2:23]([C:25]1[O:29]C(N)=[N:27][N:26]=1)[CH3:24], predict the reaction product. The product is: [CH2:23]([C:25]1[O:29][C:5]([NH:4][C:8](=[O:22])[CH:9]([C:10]2[CH:11]=[CH:12][CH:13]=[CH:14][CH:15]=2)[C:16]2[CH:17]=[CH:18][CH:19]=[CH:20][CH:21]=2)=[N:27][N:26]=1)[CH3:24]. (6) Given the reactants C(P1(=O)OP(CCC)(=O)OP(CCC)(=O)O1)CC.CCOC(C)=O.FC(F)(F)C(O)=O.[N:32]1([C:41](=[O:50])/[CH:42]=[CH:43]/[C@@H:44]([NH2:49])[CH2:45][CH:46]([CH3:48])[CH3:47])[C:40]2[C:35](=[CH:36][CH:37]=[CH:38][CH:39]=2)[CH2:34][CH2:33]1.[C:51]([O:55][C:56]([NH:58][C:59]1([C:65](O)=[O:66])[CH2:64][CH2:63][O:62][CH2:61][CH2:60]1)=[O:57])([CH3:54])([CH3:53])[CH3:52].CCN(CC)CC, predict the reaction product. The product is: [N:32]1([C:41](=[O:50])/[CH:42]=[CH:43]/[C@@H:44]([NH:49][C:65]([C:59]2([NH:58][C:56](=[O:57])[O:55][C:51]([CH3:53])([CH3:52])[CH3:54])[CH2:60][CH2:61][O:62][CH2:63][CH2:64]2)=[O:66])[CH2:45][CH:46]([CH3:48])[CH3:47])[C:40]2[C:35](=[CH:36][CH:37]=[CH:38][CH:39]=2)[CH2:34][CH2:33]1.